The task is: Predict the reactants needed to synthesize the given product.. This data is from Full USPTO retrosynthesis dataset with 1.9M reactions from patents (1976-2016). (1) The reactants are: [F:1][C:2]1[CH:17]=[C:16]([CH:18]=O)[CH:15]=[CH:14][C:3]=1[O:4][C:5]1[CH:6]=[CH:7][C:8]([C:11]([NH2:13])=[O:12])=[N:9][CH:10]=1.[F:20][C:21]1[CH:29]=[CH:28][C:24]([CH2:25][CH2:26][NH2:27])=[CH:23][CH:22]=1. Given the product [F:1][C:2]1[CH:17]=[C:16]([CH2:18][NH:27][CH2:26][CH2:25][C:24]2[CH:28]=[CH:29][C:21]([F:20])=[CH:22][CH:23]=2)[CH:15]=[CH:14][C:3]=1[O:4][C:5]1[CH:6]=[CH:7][C:8]([C:11]([NH2:13])=[O:12])=[N:9][CH:10]=1, predict the reactants needed to synthesize it. (2) The reactants are: Br[CH2:2][CH2:3][N:4]([C:9]1[CH:10]=[C:11]2[C:15](=[CH:16][CH:17]=1)[C:14](=[O:18])[N:13]([CH2:19][C:20]([O:22][C:23]([CH3:26])([CH3:25])[CH3:24])=[O:21])[C:12]2=[O:27])[S:5]([CH3:8])(=[O:7])=[O:6].C([O-])([O-])=O.[K+].[K+].[CH3:34][N:35]1[CH2:40][CH2:39][NH:38][CH2:37][CH2:36]1. Given the product [CH3:34][N:35]1[CH2:40][CH2:39][N:38]([CH2:2][CH2:3][N:4]([C:9]2[CH:10]=[C:11]3[C:15](=[CH:16][CH:17]=2)[C:14](=[O:18])[N:13]([CH2:19][C:20]([O:22][C:23]([CH3:26])([CH3:25])[CH3:24])=[O:21])[C:12]3=[O:27])[S:5]([CH3:8])(=[O:7])=[O:6])[CH2:37][CH2:36]1, predict the reactants needed to synthesize it. (3) Given the product [NH2:14][C:15]1[C:24]2[C:19](=[CH:20][CH:21]=[CH:22][CH:23]=2)[C:18]([O:25][C:26]2[CH:31]=[CH:30][N:29]=[C:28]([NH:32][C:33]3[CH:38]=[C:37]([CH:36]=[C:35]([C:50]#[CH:51])[CH:34]=3)[C:39]([NH:40][CH2:41][CH2:42][N:43]3[CH2:48][CH2:47][O:46][CH2:45][CH2:44]3)=[O:49])[N:27]=2)=[CH:17][CH:16]=1, predict the reactants needed to synthesize it. The reactants are: C(O)(C(F)(F)F)=O.C(OC(=O)[NH:14][C:15]1[C:24]2[C:19](=[CH:20][CH:21]=[CH:22][CH:23]=2)[C:18]([O:25][C:26]2[CH:31]=[CH:30][N:29]=[C:28]([NH:32][C:33]3[CH:38]=[C:37]([C:39](=[O:49])[NH:40][CH2:41][CH2:42][N:43]4[CH2:48][CH2:47][O:46][CH2:45][CH2:44]4)[CH:36]=[C:35]([C:50]#[CH:51])[CH:34]=3)[N:27]=2)=[CH:17][CH:16]=1)(C)(C)C.O.C([O-])([O-])=O.[K+].[K+]. (4) Given the product [F:1][C:2]1[CH:3]=[C:4]([NH:5][N:18]=[C:15]2[C:14]([CH3:16])=[N:13][N:12]=[C:11]2[NH2:10])[CH:6]=[CH:7][C:8]=1[F:9], predict the reactants needed to synthesize it. The reactants are: [F:1][C:2]1[CH:3]=[C:4]([CH:6]=[CH:7][C:8]=1[F:9])[NH2:5].[NH2:10][C:11]1[CH:15]=[C:14]([CH3:16])[NH:13][N:12]=1.C[N:18](C=O)C. (5) Given the product [Cl:1][C:2]1[CH:7]=[CH:6][N:5]=[C:4]2[CH:8]=[C:9]([C:11]([N:25]3[CH2:26][CH2:27][C@@H:23]([N:15]([CH3:14])[C:16](=[O:22])[O:17][C:18]([CH3:19])([CH3:20])[CH3:21])[CH2:24]3)=[O:13])[S:10][C:3]=12, predict the reactants needed to synthesize it. The reactants are: [Cl:1][C:2]1[CH:7]=[CH:6][N:5]=[C:4]2[CH:8]=[C:9]([C:11]([OH:13])=O)[S:10][C:3]=12.[CH3:14][N:15]([C@@H:23]1[CH2:27][CH2:26][NH:25][CH2:24]1)[C:16](=[O:22])[O:17][C:18]([CH3:21])([CH3:20])[CH3:19].CCN(CC)CC. (6) Given the product [O:28]1[CH2:27][CH2:26][N:25]([C:22]2[CH:21]=[CH:20][C:19]([NH:18][C:15]3[N:14]=[CH:13][C:12]4[C:17](=[C:8]([C:4]5[CH:3]=[C:2]([NH:1][C:40](=[O:43])[CH:41]=[CH2:42])[CH:7]=[CH:6][CH:5]=5)[CH:9]=[CH:10][CH:11]=4)[N:16]=3)=[CH:24][CH:23]=2)[CH2:30][CH2:29]1, predict the reactants needed to synthesize it. The reactants are: [NH2:1][C:2]1[CH:3]=[C:4]([C:8]2[CH:9]=[CH:10][CH:11]=[C:12]3[C:17]=2[N:16]=[C:15]([NH:18][C:19]2[CH:24]=[CH:23][C:22]([N:25]4[CH2:30][CH2:29][O:28][CH2:27][CH2:26]4)=[CH:21][CH:20]=2)[N:14]=[CH:13]3)[CH:5]=[CH:6][CH:7]=1.CCN(C(C)C)C(C)C.[C:40](Cl)(=[O:43])[CH:41]=[CH2:42]. (7) Given the product [CH:1]1([N:7]2[C:8]([CH3:19])=[CH:9][C:10]([OH:15])=[C:11]([CH3:14])[C:12]2=[O:13])[CH2:2][CH2:3][CH2:4][CH2:5][CH2:6]1, predict the reactants needed to synthesize it. The reactants are: [CH:1]1([N:7]2[C:12](=[O:13])[C:11]([CH3:14])=[C:10]([OH:15])[C:9](C(O)=O)=[C:8]2[CH3:19])[CH2:6][CH2:5][CH2:4][CH2:3][CH2:2]1. (8) Given the product [F:1][C:2]1[CH:3]=[C:4]([NH:8][C:9]2[N:14]=[C:13]([NH:15][CH2:16][CH2:17][CH3:18])[C:12]([CH2:19][S:30][C:26]3[CH:27]=[CH:28][CH:29]=[C:24]([N+:21]([O-:23])=[O:22])[CH:25]=3)=[CH:11][N:10]=2)[CH:5]=[CH:6][CH:7]=1, predict the reactants needed to synthesize it. The reactants are: [F:1][C:2]1[CH:3]=[C:4]([NH:8][C:9]2[N:14]=[C:13]([NH:15][CH2:16][CH2:17][CH3:18])[C:12]([CH2:19]O)=[CH:11][N:10]=2)[CH:5]=[CH:6][CH:7]=1.[N+:21]([C:24]1[CH:25]=[C:26]([SH:30])[CH:27]=[CH:28][CH:29]=1)([O-:23])=[O:22].N(C(N1CCCCC1)=O)=NC(N1CCCCC1)=O.